This data is from Reaction yield outcomes from USPTO patents with 853,638 reactions. The task is: Predict the reaction yield, written as a fraction of the theoretical maximum amount of product (1.0 means a 100% yield; for example, 0.34 means a 34% yield). (1) The reactants are [O:1]1[C:5]2([CH2:10][CH2:9][CH2:8][CH2:7][CH2:6]2)[CH2:4][C:3]([C:11]([O:13]CC)=[O:12])=[N:2]1.CO.O.[OH-].[Li+]. The catalyst is O. The product is [O:1]1[C:5]2([CH2:10][CH2:9][CH2:8][CH2:7][CH2:6]2)[CH2:4][C:3]([C:11]([OH:13])=[O:12])=[N:2]1. The yield is 0.830. (2) The reactants are Br[CH2:2][C:3]([CH2:26][CH3:27])=[CH:4][CH2:5][C:6]1[C:14]([O:15]CC[Si](C)(C)C)=[C:13]2[C:9]([CH2:10][O:11][C:12]2=[O:22])=[C:8]([CH3:23])[C:7]=1[O:24][CH3:25].C[O:29][P:30]([O:33]C)[O:31]C.C[Si](Br)(C)C.N1C(C)=CC=CC=1C. No catalyst specified. The product is [CH2:26]([C:3](=[CH:4][CH2:5][C:6]1[C:14]([OH:15])=[C:13]2[C:9](=[C:8]([CH3:23])[C:7]=1[O:24][CH3:25])[CH2:10][O:11][C:12]2=[O:22])[CH2:2][P:30](=[O:29])([OH:33])[OH:31])[CH3:27]. The yield is 0.580. (3) The reactants are [H-].[Na+].[I-].[CH3:4][S+](C)(C)=O.[C:9]1([CH2:15][N:16]2[CH2:20][CH:19]=[C:18]([C:21]3[CH:26]=[CH:25][C:24]([C:27]([F:30])([F:29])[F:28])=[CH:23][N:22]=3)[CH2:17]2)[CH:14]=[CH:13][CH:12]=[CH:11][CH:10]=1.[Cl-].[NH4+]. The catalyst is CS(C)=O. The product is [C:9]1([CH2:15][N:16]2[CH2:20][CH:19]3[C:18]([C:21]4[CH:26]=[CH:25][C:24]([C:27]([F:29])([F:30])[F:28])=[CH:23][N:22]=4)([CH2:4]3)[CH2:17]2)[CH:14]=[CH:13][CH:12]=[CH:11][CH:10]=1. The yield is 0.890. (4) The reactants are [CH:1]12[CH2:10][CH:5]3[CH2:6][CH:7]([CH2:9][CH:3]([CH2:4]3)[C:2]1=O)[CH2:8]2.[C:12]1([OH:18])[CH:17]=[CH:16][CH:15]=[CH:14][CH:13]=1.[CH2:19](S)[CH2:20][CH2:21][CH2:22][CH2:23][CH3:24].[OH:26]S(O)(=O)=O. The catalyst is O. The product is [OH:18][C:12]1[CH:17]=[CH:16][C:15]([C:2]2([C:21]3[CH:22]=[CH:23][C:24]([OH:26])=[CH:19][CH:20]=3)[CH:3]3[CH2:9][CH:7]4[CH2:6][CH:5]([CH2:10][CH:1]2[CH2:8]4)[CH2:4]3)=[CH:14][CH:13]=1. The yield is 0.430. (5) The reactants are [NH:1]1[C:9]2[C:4](=[CH:5][CH:6]=[CH:7][CH:8]=2)[CH:3]=[C:2]1[C:10]1[NH:14][N:13]=[CH:12][C:11]=1[C:15]([OH:17])=[O:16].[CH2:18](O)[CH3:19]. The catalyst is OS(O)(=O)=O. The product is [NH:1]1[C:9]2[C:4](=[CH:5][CH:6]=[CH:7][CH:8]=2)[CH:3]=[C:2]1[C:10]1[C:11]([C:15]([O:17][CH2:18][CH3:19])=[O:16])=[CH:12][NH:13][N:14]=1. The yield is 0.850. (6) The reactants are [N:1]([CH2:4][C@@H:5]1[CH2:10][NH:9][C:8]2[CH:11]=[CH:12][CH:13]=[C:14](Br)[C:7]=2[O:6]1)=[N+:2]=[N-:3].[F:16][C:17]1[CH:22]=[CH:21][CH:20]=[CH:19][C:18]=1B(O)O. No catalyst specified. The product is [N:1]([CH2:4][C@H:5]1[CH2:10][NH:9][C:8]2[CH:11]=[CH:12][CH:13]=[C:14]([C:18]3[CH:19]=[CH:20][CH:21]=[CH:22][C:17]=3[F:16])[C:7]=2[O:6]1)=[N+:2]=[N-:3]. The yield is 0.670.